This data is from Catalyst prediction with 721,799 reactions and 888 catalyst types from USPTO. The task is: Predict which catalyst facilitates the given reaction. Reactant: [OH:1][C:2]1[CH:3]=[C:4]([CH:7]=[CH:8][CH:9]=1)[CH:5]=[O:6].C(=O)([O-])[O-].[K+].[K+].[C:16]([Si:20]([CH3:23])([CH3:22])Cl)([CH3:19])([CH3:18])[CH3:17].C(OCC)(=O)C. Product: [Si:20]([O:1][C:2]1[CH:3]=[C:4]([CH:7]=[CH:8][CH:9]=1)[CH:5]=[O:6])([C:16]([CH3:19])([CH3:18])[CH3:17])([CH3:23])[CH3:22]. The catalyst class is: 10.